This data is from Retrosynthesis with 50K atom-mapped reactions and 10 reaction types from USPTO. The task is: Predict the reactants needed to synthesize the given product. (1) Given the product CCCS(=O)(=O)N(Cc1ccccc1)c1ccc(F)c(NC(=O)c2cn(C)c3c(Cl)ncnc23)c1F, predict the reactants needed to synthesize it. The reactants are: CCCS(=O)(=O)N(Cc1ccccc1)c1ccc(F)c(N)c1F.CCOC(=O)c1cn(C)c2c(Cl)ncnc12. (2) Given the product O=C(OCc1ccccc1)N1CCCC2OC2C1, predict the reactants needed to synthesize it. The reactants are: O=C(OCc1ccccc1)N1CC=CCCC1.O=C([O-])O. (3) Given the product COc1ccc(CCc2sccc2OC2OC(CO)C(O)C(O)C2O)cc1, predict the reactants needed to synthesize it. The reactants are: COc1ccc(C=Cc2sccc2OC2OC(CO)C(O)C(O)C2O)cc1. (4) Given the product O=C(Cc1cc(Cl)c(Oc2ccccc2)c(Cl)c1)NO, predict the reactants needed to synthesize it. The reactants are: COC(=O)Cc1cc(Cl)c(Oc2ccccc2)c(Cl)c1.NO.